Task: Predict the reactants needed to synthesize the given product.. Dataset: Full USPTO retrosynthesis dataset with 1.9M reactions from patents (1976-2016) (1) Given the product [Cl:34][C:35]1[CH:42]=[CH:41][C:38]([CH2:39][NH:40][C:2]2[N:7]=[C:6]([C:8]3[C:16]4[C:11](=[N:12][C:13]([NH:17][CH2:18][CH2:19][N:20]5[CH2:25][CH2:24][O:23][CH2:22][CH2:21]5)=[N:14][CH:15]=4)[N:10]([CH2:26][O:27][CH2:28][CH2:29][Si:30]([CH3:33])([CH3:32])[CH3:31])[N:9]=3)[CH:5]=[CH:4][CH:3]=2)=[CH:37][CH:36]=1, predict the reactants needed to synthesize it. The reactants are: Br[C:2]1[N:7]=[C:6]([C:8]2[C:16]3[C:11](=[N:12][C:13]([NH:17][CH2:18][CH2:19][N:20]4[CH2:25][CH2:24][O:23][CH2:22][CH2:21]4)=[N:14][CH:15]=3)[N:10]([CH2:26][O:27][CH2:28][CH2:29][Si:30]([CH3:33])([CH3:32])[CH3:31])[N:9]=2)[CH:5]=[CH:4][CH:3]=1.[Cl:34][C:35]1[CH:42]=[CH:41][C:38]([CH2:39][NH2:40])=[CH:37][CH:36]=1.CN(C1C(C2C(P(C3CCCCC3)C3CCCCC3)=CC=CC=2)=CC=CC=1)C.C(O[Na])(C)(C)C. (2) Given the product [CH3:1][C:2]1[CH:7]=[CH:6][CH:5]=[CH:4][C:3]=1[S:8][C:2]1[CH:7]=[CH:6][C:5]([S:8][C:3]2[CH:4]=[CH:5][CH:6]=[CH:7][C:2]=2[CH3:1])=[C:4]([C:18]#[N:16])[C:3]=1[C:18]#[N:16], predict the reactants needed to synthesize it. The reactants are: [CH3:1][C:2]1[CH:7]=[CH:6][CH:5]=[CH:4][C:3]=1[SH:8].C(=O)([O-])[O-].[K+].[K+].C[N:16]([CH:18]=O)C. (3) Given the product [F:8][C:9]1[CH:17]=[C:16]([F:18])[CH:15]=[CH:14][C:10]=1[C:11]([NH:21][C:22]1[CH:23]=[CH:24][C:25]([O:26][C:27]2[CH:28]=[CH:29][C:30]3[N:34]=[C:33]([CH2:35][O:36][C:37]4[CH:38]=[CH:39][C:40]([CH2:41][CH:42]5[S:46][C:45](=[O:47])[NH:44][C:43]5=[O:48])=[CH:49][CH:50]=4)[N:32]([CH3:51])[C:31]=3[CH:52]=2)=[CH:53][CH:54]=1)=[O:12], predict the reactants needed to synthesize it. The reactants are: C(N(CC)CC)C.[F:8][C:9]1[CH:17]=[C:16]([F:18])[CH:15]=[CH:14][C:10]=1[C:11](Cl)=[O:12].Cl.Cl.[NH2:21][C:22]1[CH:54]=[CH:53][C:25]([O:26][C:27]2[CH:28]=[CH:29][C:30]3[N:34]=[C:33]([CH2:35][O:36][C:37]4[CH:50]=[CH:49][C:40]([CH2:41][CH:42]5[S:46][C:45](=[O:47])[NH:44][C:43]5=[O:48])=[CH:39][CH:38]=4)[N:32]([CH3:51])[C:31]=3[CH:52]=2)=[CH:24][CH:23]=1. (4) Given the product [Br:23][CH:9]([C:6]1[CH:5]=[CH:4][C:3]([C:2]([F:14])([F:15])[F:1])=[CH:8][CH:7]=1)[C:10]([O:12][CH3:13])=[O:11], predict the reactants needed to synthesize it. The reactants are: [F:1][C:2]([F:15])([F:14])[C:3]1[CH:8]=[CH:7][C:6]([CH2:9][C:10]([O:12][CH3:13])=[O:11])=[CH:5][CH:4]=1.C1C(=O)N([Br:23])C(=O)C1.CC(N=NC(C#N)(C)C)(C#N)C.